Dataset: Catalyst prediction with 721,799 reactions and 888 catalyst types from USPTO. Task: Predict which catalyst facilitates the given reaction. (1) Reactant: [F:1][C:2]1[CH:3]=[C:4]([CH:7]=[C:8]([F:10])[CH:9]=1)[C:5]#[N:6].C([N-]C(C)C)(C)C.[Li+].CN(C)[CH:21]=[O:22].C(O)(=O)C. Product: [F:1][C:2]1[CH:3]=[C:4]([CH:7]=[C:8]([F:10])[C:9]=1[CH:21]=[O:22])[C:5]#[N:6]. The catalyst class is: 30. (2) Reactant: [NH2:1][C:2]1[CH:25]=[CH:24][C:5]([O:6][C:7]2[C:16]3[C:11](=[CH:12][C:13]([O:19][CH2:20][CH2:21][O:22][CH3:23])=[C:14]([C:17]#[N:18])[CH:15]=3)[N:10]=[CH:9][CH:8]=2)=[CH:4][C:3]=1[F:26].[CH3:27][S:28]([C:31]1[CH:32]=[C:33]([NH:37][C:38](=O)[O:39]C2C=CC=CC=2)[CH:34]=[CH:35][CH:36]=1)(=[O:30])=[O:29].C1(C)C=CC=CC=1.C(N(C(C)C)CC)(C)C. Product: [C:17]([C:14]1[CH:15]=[C:16]2[C:11](=[CH:12][C:13]=1[O:19][CH2:20][CH2:21][O:22][CH3:23])[N:10]=[CH:9][CH:8]=[C:7]2[O:6][C:5]1[CH:24]=[CH:25][C:2]([NH:1][C:38]([NH:37][C:33]2[CH:34]=[CH:35][CH:36]=[C:31]([S:28]([CH3:27])(=[O:30])=[O:29])[CH:32]=2)=[O:39])=[C:3]([F:26])[CH:4]=1)#[N:18]. The catalyst class is: 13. (3) Reactant: Cl[CH2:2][C@H:3]1[O:7][C:6](=[O:8])[N:5]([C:9]2[CH:14]=[CH:13][C:12]([N:15]3[CH2:20][CH2:19][O:18][CH2:17][C:16]3=[O:21])=[CH:11][CH:10]=2)[CH2:4]1.[I-:22].[Na+]. Product: [I:22][CH2:2][C@H:3]1[O:7][C:6](=[O:8])[N:5]([C:9]2[CH:14]=[CH:13][C:12]([N:15]3[CH2:20][CH2:19][O:18][CH2:17][C:16]3=[O:21])=[CH:11][CH:10]=2)[CH2:4]1. The catalyst class is: 47. (4) Reactant: [NH2:1][C:2]1[N:18]=[C:5]2[CH:6]=[CH:7][CH:8]=[C:9]([C:10]([CH:12]3[CH2:17][CH2:16][O:15][CH2:14][CH2:13]3)=O)[N:4]2[N:3]=1.O.NN.[OH-].[K+].Cl. Product: [O:15]1[CH2:16][CH2:17][CH:12]([CH2:10][C:9]2[N:4]3[N:3]=[C:2]([NH2:1])[N:18]=[C:5]3[CH:6]=[CH:7][CH:8]=2)[CH2:13][CH2:14]1. The catalyst class is: 746. (5) Reactant: [CH3:1][O:2][C:3]1[CH:4]=[C:5]2[C:10](=[C:11]([N+:13]([O-])=O)[CH:12]=1)[N:9]=[CH:8][CH:7]=[CH:6]2.O.NN. Product: [CH3:1][O:2][C:3]1[CH:4]=[C:5]2[C:10](=[C:11]([NH2:13])[CH:12]=1)[N:9]=[CH:8][CH:7]=[CH:6]2. The catalyst class is: 227. (6) Reactant: [CH2:1]([O:3][C:4](=[O:32])[CH2:5][C:6]1[C:11]([Cl:12])=[CH:10][N:9]=[C:8]([N:13]([C:24]([O:26][C:27]([CH3:30])([CH3:29])[CH3:28])=[O:25])[CH2:14][C:15]([F:23])([F:22])[C:16]2[CH:21]=[CH:20][CH:19]=[CH:18][N:17]=2)[C:7]=1[F:31])[CH3:2].ClC1C=C(C=CC=1)C(OO)=[O:38]. Product: [CH2:1]([O:3][C:4](=[O:32])[CH2:5][C:6]1[C:11]([Cl:12])=[CH:10][N:9]=[C:8]([N:13]([C:24]([O:26][C:27]([CH3:28])([CH3:30])[CH3:29])=[O:25])[CH2:14][C:15]([F:23])([F:22])[C:16]2[CH:21]=[CH:20][CH:19]=[CH:18][N+:17]=2[O-:38])[C:7]=1[F:31])[CH3:2]. The catalyst class is: 839.